From a dataset of Reaction yield outcomes from USPTO patents with 853,638 reactions. Predict the reaction yield, written as a fraction of the theoretical maximum amount of product (1.0 means a 100% yield; for example, 0.34 means a 34% yield). (1) The reactants are C([O:4][CH2:5][CH:6]([OH:16])[C:7]1[CH:12]=[CH:11][CH:10]=[C:9]([N+:13]([O-:15])=[O:14])[CH:8]=1)(=O)C.C([O-])([O-])=O.[K+].[K+]. The catalyst is CO. The product is [N+:13]([C:9]1[CH:8]=[C:7]([CH:6]([OH:16])[CH2:5][OH:4])[CH:12]=[CH:11][CH:10]=1)([O-:15])=[O:14]. The yield is 0.880. (2) The reactants are [Br:1][C:2]1[NH:6][C:5]([C@@H:7]2[CH2:11][C@H:10]([CH3:12])[CH2:9][N:8]2[C:13]([O:15]C(C)(C)C)=O)=[N:4][CH:3]=1.[CH3:20][O:21][C:22]([NH:24][C@@H:25]([C@@H:29]([CH3:32])[CH2:30][CH3:31])C(O)=O)=[O:23].CN(C(ON1N=NC2C=CC=NC1=2)=[N+](C)C)C.F[P-](F)(F)(F)(F)F.CCN(C(C)C)C(C)C.C([O-])(O)=O.[Na+]. The catalyst is Cl.CCO.CN(C=O)C. The product is [Br:1][C:2]1[NH:6][C:5]([C@@H:7]2[CH2:11][C@H:10]([CH3:12])[CH2:9][N:8]2[C:13](=[O:15])[C@@H:25]([NH:24][C:22](=[O:23])[O:21][CH3:20])[C@@H:29]([CH3:32])[CH2:30][CH3:31])=[N:4][CH:3]=1. The yield is 0.810. (3) The reactants are C([O:3][C:4]([C:6]1[NH:7][CH:8]=[N:9][C:10]=1[C:11]([CH3:15])([CH3:14])[CH:12]=[CH2:13])=O)C.[H-].[Al+3].[Li+].[H-].[H-].[H-].O. The catalyst is C1COCC1. The product is [CH3:15][C:11]([C:10]1[N:9]=[CH:8][NH:7][C:6]=1[CH2:4][OH:3])([CH3:14])[CH:12]=[CH2:13]. The yield is 1.02. (4) The reactants are [N:1]1([C:7](=[S:11])[CH2:8][C:9]#[N:10])[CH2:6][CH2:5][O:4][CH2:3][CH2:2]1.[Cl:12][C:13]1[CH:21]=[C:20]([Cl:22])[CH:19]=[CH:18][C:14]=1[C:15](Cl)=O.CCN(C(C)C)C(C)C.I[CH2:33][C:34]([O:36][CH2:37][CH3:38])=[O:35]. The catalyst is C(#N)C. The product is [C:9]([C:8]1[C:15]([C:14]2[CH:18]=[CH:19][C:20]([Cl:22])=[CH:21][C:13]=2[Cl:12])=[C:33]([C:34]([O:36][CH2:37][CH3:38])=[O:35])[S:11][C:7]=1[N:1]1[CH2:6][CH2:5][O:4][CH2:3][CH2:2]1)#[N:10]. The yield is 0.280. (5) The reactants are [CH3:1][C:2]1[CH:7]=[C:6]([CH2:8][CH2:9][CH2:10][CH2:11][CH2:12][CH2:13][CH2:14][CH3:15])[CH:5]=[CH:4][C:3]=1[OH:16].[C:17](OC(=O)C)(=[O:19])[CH3:18].[CH3:24]CCCCCC. The catalyst is S(=O)(=O)(O)O. The product is [C:17]([O:16][C:3]1[CH:4]=[CH:5][C:6]([CH2:8][CH2:9][CH2:10][CH2:11][CH2:12][CH2:13][CH2:14][CH2:15][CH3:24])=[CH:7][C:2]=1[CH3:1])(=[O:19])[CH3:18]. The yield is 0.976. (6) The yield is 0.310. The catalyst is C(OC(=O)C)(=O)C.C(OCC)(=O)C. The reactants are [CH:1]1([N:7]2[C:12](=[O:13])[C:11]([C:14]([NH:16][CH2:17][C:18]([OH:20])=[O:19])=[O:15])=[C:10]([OH:21])[N:9]([CH:22]3[CH2:27][CH2:26][CH2:25][NH:24][CH2:23]3)[C:8]2=[O:28])[CH2:6][CH2:5][CH2:4][CH2:3][CH2:2]1.[C:29](O)(=[O:31])[CH3:30]. The product is [C:29]([N:24]1[CH2:25][CH2:26][CH2:27][CH:22]([N:9]2[C:10]([OH:21])=[C:11]([C:14]([NH:16][CH2:17][C:18]([OH:20])=[O:19])=[O:15])[C:12](=[O:13])[N:7]([CH:1]3[CH2:6][CH2:5][CH2:4][CH2:3][CH2:2]3)[C:8]2=[O:28])[CH2:23]1)(=[O:31])[CH3:30]. (7) No catalyst specified. The yield is 0.290. The reactants are Br.[F:2][C:3]1[CH:8]=[C:7]([N:9]2[CH:13]=[N:12][C:11]([CH3:14])=[N:10]2)[C:6]([O:15][CH3:16])=[CH:5][C:4]=1[NH:17][C:18](SCC=C)=[NH:19].[Cl:24][CH2:25][CH2:26][CH2:27][CH2:28][CH:29]([C:33]1[CH:38]=[CH:37][C:36]([O:39][C:40]([F:43])([F:42])[F:41])=[CH:35][CH:34]=1)[C:30](O)=O.CN1CCOCC1.C(N(CC)C(C)C)(C)C.[NH2:60][NH2:61]. The product is [Cl:24][CH2:25][CH2:26][CH2:27][CH2:28][CH:29]([C:30]1[NH:61][N:60]=[C:18]([NH:17][C:4]2[CH:5]=[C:6]([O:15][CH3:16])[C:7]([N:9]3[CH:13]=[N:12][C:11]([CH3:14])=[N:10]3)=[CH:8][C:3]=2[F:2])[N:19]=1)[C:33]1[CH:38]=[CH:37][C:36]([O:39][C:40]([F:41])([F:42])[F:43])=[CH:35][CH:34]=1.